Predict the reaction yield, written as a fraction of the theoretical maximum amount of product (1.0 means a 100% yield; for example, 0.34 means a 34% yield). From a dataset of Reaction yield outcomes from USPTO patents with 853,638 reactions. (1) The reactants are [H-].[H-].[H-].[H-].[Li+].[Al+3].[Al+3].[Cl-].[Cl-].[Cl-].[F:11][C:12]1[CH:27]=[CH:26][C:15]2[C:16](=O)[C:17]3[CH:24]=[CH:23][CH:22]=[CH:21][C:18]=3[CH:19]=[CH:20][C:14]=2[CH:13]=1.O. The catalyst is O1CCCC1.C(Cl)Cl. The product is [F:11][C:12]1[CH:27]=[CH:26][C:15]2[CH2:16][C:17]3[CH:24]=[CH:23][CH:22]=[CH:21][C:18]=3[CH:19]=[CH:20][C:14]=2[CH:13]=1. The yield is 0.960. (2) The reactants are [C:1]([O:4][CH2:5][C:6]1[C:11]([N:12]2[CH2:24]CC3N4C(CCCC4)=CC=3[C:13]2=[O:25])=[CH:10][C:9]([F:26])=[CH:8][C:7]=1[C:27]1[CH:32]=[C:31]([NH:33][C:34]2[CH:39]=[CH:38][C:37]([N:40]3[CH2:45][CH2:44][N:43]([CH:46]4[CH2:49][O:48][CH2:47]4)[CH2:42][C@@H:41]3[CH3:50])=[CH:36][N:35]=2)[C:30](=[O:51])[N:29]([CH3:52])[CH:28]=1)(=[O:3])[CH3:2].C(OCC1C(B2OC(C)(C)C(C)(C)O2)=CC=CC=1N1C[CH2:83][N:82]2[C:75](=[CH:76][C:77]3[CH2:78][C:79]([CH3:86])([CH3:85])[CH2:80][C:81]=32)C1=O)(=O)C.BrC1C=C(NC2C=CC(N3CCN(C4COC4)C[C@@H]3C)=CN=2)C(=O)N(C)C=1. No catalyst specified. The product is [C:1]([O:4][CH2:5][C:6]1[C:7]([C:27]2[CH:32]=[C:31]([NH:33][C:34]3[CH:39]=[CH:38][C:37]([N:40]4[CH2:45][CH2:44][N:43]([CH:46]5[CH2:47][O:48][CH2:49]5)[CH2:42][C@@H:41]4[CH3:50])=[CH:36][N:35]=3)[C:30](=[O:51])[N:29]([CH3:52])[CH:28]=2)=[CH:8][C:9]([F:26])=[CH:10][C:11]=1[N:12]1[CH2:24][CH2:83][N:82]2[C:75](=[CH:76][C:77]3[CH2:78][C:79]([CH3:86])([CH3:85])[CH2:80][C:81]=32)[C:13]1=[O:25])(=[O:3])[CH3:2]. The yield is 0.240. (3) The reactants are S1CCNC1.NO.[C:8]1([C:35]2[CH:40]=[CH:39][CH:38]=[CH:37][CH:36]=2)[CH:13]=[CH:12][C:11]([S:14]([N:17]2[CH2:21][CH2:20][S:19][CH:18]2[C:22]([NH:24][CH:25]([C:29]2[CH:34]=[CH:33][CH:32]=[CH:31][CH:30]=2)[CH2:26][CH2:27][OH:28])=[O:23])(=[O:16])=[O:15])=[CH:10][CH:9]=1.[C:41]1(O)[CH:46]=[CH:45][CH:44]=[CH:43][CH:42]=1.CCOC(/N=N/C(OCC)=O)=O.C1(P(C2C=CC=CC=2)C2C=CC=CC=2)C=CC=CC=1. The catalyst is C1COCC1. The product is [C:8]1([C:35]2[CH:36]=[CH:37][CH:38]=[CH:39][CH:40]=2)[CH:13]=[CH:12][C:11]([S:14]([N:17]2[CH2:21][CH2:20][S:19][CH:18]2[C:22]([NH:24][CH:25]([C:29]2[CH:30]=[CH:31][CH:32]=[CH:33][CH:34]=2)[CH2:26][CH2:27][O:28][C:41]2[CH:46]=[CH:45][CH:44]=[CH:43][CH:42]=2)=[O:23])(=[O:16])=[O:15])=[CH:10][CH:9]=1. The yield is 0.400. (4) The reactants are Cl[C:2]1[CH:7]=[C:6]([O:8][C:9]2[C:14]([F:15])=[CH:13][C:12]([NH:16][C:17]([C:19]3[C:24](=[O:25])[C:23]([C:26]4[CH:31]=[CH:30][C:29]([F:32])=[CH:28][CH:27]=4)=[CH:22][N:21]([CH3:33])[CH:20]=3)=[O:18])=[C:11]([F:34])[CH:10]=2)[CH:5]=[CH:4][N:3]=1.[CH3:35][N:36]1[CH:40]=[C:39](B(O)O)[CH:38]=[N:37]1.C([O-])([O-])=O.[K+].[K+]. The catalyst is O1CCOCC1.O.C1C=CC([P]([Pd]([P](C2C=CC=CC=2)(C2C=CC=CC=2)C2C=CC=CC=2)([P](C2C=CC=CC=2)(C2C=CC=CC=2)C2C=CC=CC=2)[P](C2C=CC=CC=2)(C2C=CC=CC=2)C2C=CC=CC=2)(C2C=CC=CC=2)C2C=CC=CC=2)=CC=1. The product is [F:34][C:11]1[CH:10]=[C:9]([O:8][C:6]2[CH:5]=[CH:4][N:3]=[C:2]([C:39]3[CH:38]=[N:37][N:36]([CH3:35])[CH:40]=3)[CH:7]=2)[C:14]([F:15])=[CH:13][C:12]=1[NH:16][C:17]([C:19]1[C:24](=[O:25])[C:23]([C:26]2[CH:31]=[CH:30][C:29]([F:32])=[CH:28][CH:27]=2)=[CH:22][N:21]([CH3:33])[CH:20]=1)=[O:18]. The yield is 0.880. (5) The product is [CH3:21][N:17]([CH3:16])[C:18]([NH2:35])=[N:7][S:8][CH2:9][CH2:10][CH3:11]. The catalyst is C(Cl)Cl. The reactants are Cl.Cl.CNN(NC)C(N)=[N:7][S:8][CH2:9][CH2:10][CH3:11].C[CH2:16][N:17]([CH:21](C)C)[CH:18](C)C.C1C(C[Cl-]C([O-])=O)=CC=C([N+:35]([O-])=O)C=1.O. The yield is 0.400. (6) The reactants are [C:1]([CH2:3][C:4]1[CH:5]=[C:6]([CH2:12][C:13]#[N:14])[C:7]([CH3:11])=[N:8][C:9]=1[CH3:10])#[N:2].Cl.N[C:17]1[C:22]([F:23])=[C:21]([F:24])[CH:20]=[C:19]([F:25])[C:18]=1[SH:26].C(O)(=O)C.C(=O)(O)[O-].[Na+]. The catalyst is FC(F)(F)CO.C(C1C=C(C)C=C(C(C)(C)C)C=1O)(C)(C)C. The product is [CH3:10][C:9]1[C:4]([CH2:3][C:1]#[N:2])=[CH:5][C:6]([CH2:12][C:13]2[S:26][C:18]3[C:19]([F:25])=[CH:20][C:21]([F:24])=[C:22]([F:23])[C:17]=3[N:14]=2)=[C:7]([CH3:11])[N:8]=1. The yield is 0.380. (7) The reactants are [OH-].[Na+].[F:3][C:4]1[CH:9]=[CH:8][C:7]([CH2:10][CH2:11][NH:12][C:13](=[O:34])[N:14]([C:16]2[CH:17]=[C:18]([C:22]3[CH:27]=[CH:26][C:25]([CH2:28][CH2:29][C:30]([O:32]C)=[O:31])=[CH:24][CH:23]=3)[CH:19]=[CH:20][CH:21]=2)[CH3:15])=[CH:6][CH:5]=1.O1CCCC1.CO.O. The catalyst is C(O)(=O)C. The product is [F:3][C:4]1[CH:5]=[CH:6][C:7]([CH2:10][CH2:11][NH:12][C:13](=[O:34])[N:14]([C:16]2[CH:17]=[C:18]([C:22]3[CH:23]=[CH:24][C:25]([CH2:28][CH2:29][C:30]([OH:32])=[O:31])=[CH:26][CH:27]=3)[CH:19]=[CH:20][CH:21]=2)[CH3:15])=[CH:8][CH:9]=1. The yield is 0.840. (8) The product is [Cl:10][C:9]1[C:8]([F:11])=[CH:7][CH:6]=[C:5]([Cl:12])[C:4]=1[CH:2]([OH:3])[CH3:1]. The reactants are [CH3:1][C:2]([C:4]1[C:9]([Cl:10])=[C:8]([F:11])[CH:7]=[CH:6][C:5]=1[Cl:12])=[O:3].[H-].[Al+3].[Li+].[H-].[H-].[H-].[OH-].[Na+].[O-]S([O-])(=O)=O.[Mg+2]. The catalyst is C1COCC1.O. The yield is 0.950.